Dataset: Forward reaction prediction with 1.9M reactions from USPTO patents (1976-2016). Task: Predict the product of the given reaction. (1) Given the reactants [F:1][C:2]1[C:9]([F:10])=[CH:8][C:5]([C:6]#[N:7])=[C:4]([N+:11]([O-])=O)[CH:3]=1.[O-]S(S([O-])=O)=O.[Na+].[Na+].CCO, predict the reaction product. The product is: [NH2:11][C:4]1[CH:3]=[C:2]([F:1])[C:9]([F:10])=[CH:8][C:5]=1[C:6]#[N:7]. (2) Given the reactants [CH:1]1([CH2:6][C@@H:7]([C:12](=[O:27])[N:13]2[CH:17]([C:18]([NH:20][C:21]3[CH:26]=[CH:25][CH:24]=[CH:23][CH:22]=3)=[O:19])[CH2:16][CH:15]=[N:14]2)[CH2:8][C:9](O)=[O:10])[CH2:5][CH2:4][CH2:3][CH2:2]1.[C:28]1([CH2:34][O:35][NH2:36])[CH:33]=[CH:32][CH:31]=[CH:30][CH:29]=1.CN1CCOCC1.N1C2C(=NC=CC=2)N(O)N=1.C(Cl)CCl, predict the reaction product. The product is: [CH:1]1([CH2:6][C@H:7]([CH2:8][C:9](=[O:10])[NH:36][O:35][CH2:34][C:28]2[CH:33]=[CH:32][CH:31]=[CH:30][CH:29]=2)[C:12]([N:13]2[C@H:17]([C:18]([NH:20][C:21]3[CH:26]=[CH:25][CH:24]=[CH:23][CH:22]=3)=[O:19])[CH2:16][CH:15]=[N:14]2)=[O:27])[CH2:2][CH2:3][CH2:4][CH2:5]1. (3) Given the reactants [C:1]([C:4]1[O:5][C:6]2[C:12]([O:13][CH3:14])=[CH:11][CH:10]=[CH:9][C:7]=2[CH:8]=1)(=O)[CH3:2].BrCC(C1OC2C(OC)=CC=CC=2C=1)=O.[CH2:30]([C:34]([NH2:36])=[O:35])[C:31]([NH2:33])=[NH:32].Cl.C(=O)([O-])[O-].[K+].[K+], predict the reaction product. The product is: [NH2:33][C:31]1[NH:32][C:1]([C:4]2[O:5][C:6]3[C:12]([O:13][CH3:14])=[CH:11][CH:10]=[CH:9][C:7]=3[CH:8]=2)=[CH:2][C:30]=1[C:34]([NH2:36])=[O:35]. (4) The product is: [Br:8][C:9]1[CH:10]=[N:11][CH:12]=[C:13]([C:15]#[C:16][C:18]2[CH:23]=[CH:22][CH:21]=[C:20]([C:24]([F:27])([F:26])[F:25])[CH:19]=2)[CH:14]=1. Given the reactants C(N(CC)CC)C.[Br:8][C:9]1[CH:10]=[N:11][CH:12]=[C:13]([C:15]#[CH:16])[CH:14]=1.I[C:18]1[CH:23]=[CH:22][CH:21]=[C:20]([C:24]([F:27])([F:26])[F:25])[CH:19]=1, predict the reaction product. (5) Given the reactants [Cl:1][C:2]1[CH:3]=[C:4]2[C:8](=[CH:9][CH:10]=1)[N:7]([CH2:11][CH2:12][CH2:13][CH2:14][S:15]([CH3:18])(=[O:17])=[O:16])[C:6]([CH2:19]O)=[CH:5]2.S(Cl)([Cl:23])=O, predict the reaction product. The product is: [Cl:1][C:2]1[CH:3]=[C:4]2[C:8](=[CH:9][CH:10]=1)[N:7]([CH2:11][CH2:12][CH2:13][CH2:14][S:15]([CH3:18])(=[O:17])=[O:16])[C:6]([CH2:19][Cl:23])=[CH:5]2. (6) Given the reactants [CH3:1][C:2]1[N:7]=[C:6]([C:8]2[N:13]=[CH:12][C:11]3[CH:14]=[N:15][NH:16][C:10]=3[CH:9]=2)[CH:5]=[N:4][CH:3]=1.Br[C:18]1[N:23]=[C:22]([F:24])[C:21]([CH2:25][OH:26])=[CH:20][CH:19]=1.C(=O)([O-])[O-].[K+].[K+].CNCCNC, predict the reaction product. The product is: [F:24][C:22]1[C:21]([CH2:25][OH:26])=[CH:20][CH:19]=[C:18]([N:16]2[C:10]3[CH:9]=[C:8]([C:6]4[CH:5]=[N:4][CH:3]=[C:2]([CH3:1])[N:7]=4)[N:13]=[CH:12][C:11]=3[CH:14]=[N:15]2)[N:23]=1.